This data is from Full USPTO retrosynthesis dataset with 1.9M reactions from patents (1976-2016). The task is: Predict the reactants needed to synthesize the given product. (1) Given the product [CH2:15]([O:14][C:12]1[CH:11]=[C:7]([CH:6]=[C:5]([OH:4])[CH:13]=1)[C:8]([N:35]([CH3:36])[CH3:34])=[O:9])[C:16]1[CH:21]=[CH:20][CH:19]=[CH:18][CH:17]=1, predict the reactants needed to synthesize it. The reactants are: C([O:4][C:5]1[CH:6]=[C:7]([CH:11]=[C:12]([O:14][CH2:15][C:16]2[CH:21]=[CH:20][CH:19]=[CH:18][CH:17]=2)[CH:13]=1)[C:8](O)=[O:9])(=O)C.C(Cl)(=O)C(Cl)=O.C[O-].[Na+].CO.Cl.[CH3:34][N:35](C)[CH:36]=O. (2) Given the product [Cl:1][C:2]1[N:3]=[C:4]([Cl:16])[C:5]([CH:9]([CH3:15])[CH2:10][OH:11])=[C:6]([Cl:8])[N:7]=1, predict the reactants needed to synthesize it. The reactants are: [Cl:1][C:2]1[N:7]=[C:6]([Cl:8])[C:5]([CH:9]([CH3:15])[C:10](OCC)=[O:11])=[C:4]([Cl:16])[N:3]=1.CC(C[AlH]CC(C)C)C.Cl. (3) Given the product [CH2:4]([O:5][CH2:17][CH:16]1[O:28][CH2:15]1)[CH:2]1[O:3][CH2:1]1, predict the reactants needed to synthesize it. The reactants are: [CH2:1]1[O:3][CH:2]1[CH2:4][OH:5].CO[Si](OC)(OC)OC.[C:15]([O-:28])(=O)[CH2:16][CH2:17]CCCCCCCCC.C([Sn+2]CCCC)CCC.[C:15]([O-:28])(=O)[CH2:16][CH2:17]CCCCCCCCC.